From a dataset of Forward reaction prediction with 1.9M reactions from USPTO patents (1976-2016). Predict the product of the given reaction. (1) Given the reactants [NH2:1][C@H:2]([C:5]([OH:7])=[O:6])[CH2:3][OH:4].[CH:8](=O)[C:9]1[CH:14]=[CH:13][CH:12]=[CH:11][CH:10]=1.[BH4-].[Na+], predict the reaction product. The product is: [CH2:8]([NH:1][C@H:2]([C:5]([OH:7])=[O:6])[CH2:3][OH:4])[C:9]1[CH:14]=[CH:13][CH:12]=[CH:11][CH:10]=1. (2) Given the reactants [Na].[Cl:2][C:3]1[N:4]=[N:5][C:6](Cl)=[CH:7][CH:8]=1.[CH3:10][OH:11], predict the reaction product. The product is: [Cl:2][C:3]1[N:4]=[N:5][C:6]([O:11][CH3:10])=[CH:7][CH:8]=1. (3) Given the reactants [NH:1]1[C:10]2[C:5](=[CH:6][CH:7]=[CH:8][CH:9]=2)[CH2:4][CH:3]([NH:11][C:12](=[O:18])[O:13][C:14]([CH3:17])([CH3:16])[CH3:15])[CH2:2]1.[F:19][C:20]1[CH:27]=[C:26]([F:28])[CH:25]=[CH:24][C:21]=1[CH:22]=O.C(O[BH-](OC(=O)C)OC(=O)C)(=O)C.C[N+](C)(C)C, predict the reaction product. The product is: [F:19][C:20]1[CH:27]=[C:26]([F:28])[CH:25]=[CH:24][C:21]=1[CH2:22][N:1]1[C:10]2[C:5](=[CH:6][CH:7]=[CH:8][CH:9]=2)[CH2:4][CH:3]([NH:11][C:12](=[O:18])[O:13][C:14]([CH3:15])([CH3:17])[CH3:16])[CH2:2]1. (4) Given the reactants [Br-:1].[Br-].C1(P(C2C=CC=CC=2)C2C=CC=CC=2)C=CC=CC=1.[N:22]1([CH2:28][CH2:29]O)[CH2:27][CH2:26][O:25][CH2:24][CH2:23]1, predict the reaction product. The product is: [BrH:1].[Br:1][CH2:29][CH2:28][N:22]1[CH2:27][CH2:26][O:25][CH2:24][CH2:23]1.